From a dataset of NCI-60 drug combinations with 297,098 pairs across 59 cell lines. Regression. Given two drug SMILES strings and cell line genomic features, predict the synergy score measuring deviation from expected non-interaction effect. Drug 1: CNC(=O)C1=CC=CC=C1SC2=CC3=C(C=C2)C(=NN3)C=CC4=CC=CC=N4. Synergy scores: CSS=48.9, Synergy_ZIP=0.898, Synergy_Bliss=1.54, Synergy_Loewe=2.69, Synergy_HSA=5.89. Cell line: SF-539. Drug 2: C1=CC(=CC=C1CCC2=CNC3=C2C(=O)NC(=N3)N)C(=O)NC(CCC(=O)O)C(=O)O.